Dataset: Full USPTO retrosynthesis dataset with 1.9M reactions from patents (1976-2016). Task: Predict the reactants needed to synthesize the given product. (1) Given the product [N:1]1([C:5]([C:7]2[C:8]([CH2:9][CH2:10][C:11]([C:22]3[CH:23]=[CH:24][CH:25]=[CH:26][CH:27]=3)=[O:28])=[C:13]([OH:12])[C:14]3[N:18]=[C:17]([CH3:19])[N:16]([CH3:20])[C:15]=3[CH:21]=2)=[O:6])[CH2:2][CH2:3][CH2:4]1, predict the reactants needed to synthesize it. The reactants are: [N:1]1([C:5]([C:7]2[C:8]3[CH2:9][CH2:10][C:11]([O:28]C)([C:22]4[CH:27]=[CH:26][CH:25]=[CH:24][CH:23]=4)[O:12][C:13]=3[C:14]3[N:18]=[C:17]([CH3:19])[N:16]([CH3:20])[C:15]=3[CH:21]=2)=[O:6])[CH2:4][CH2:3][CH2:2]1.Cl.O.[OH-].[Na+]. (2) The reactants are: [CH2:1]([O:3][C:4]([C:6]1[O:7][C:8]2[CH:14]=[C:13]([C:15]([CH2:26][CH3:27])([C:18]3[CH:23]=[CH:22][C:21]([OH:24])=[C:20]([CH3:25])[CH:19]=3)[CH2:16][CH3:17])[CH:12]=[CH:11][C:9]=2[CH:10]=1)=[O:5])[CH3:2].Br[CH2:29][C:30](=[O:35])[C:31]([CH3:34])([CH3:33])[CH3:32].C([O-])([O-])=O.[K+].[K+]. Given the product [CH2:1]([O:3][C:4]([C:6]1[O:7][C:8]2[CH:14]=[C:13]([C:15]([C:18]3[CH:23]=[CH:22][C:21]([O:24][CH2:29][C:30](=[O:35])[C:31]([CH3:34])([CH3:33])[CH3:32])=[C:20]([CH3:25])[CH:19]=3)([CH2:26][CH3:27])[CH2:16][CH3:17])[CH:12]=[CH:11][C:9]=2[CH:10]=1)=[O:5])[CH3:2], predict the reactants needed to synthesize it. (3) Given the product [Cl:1][C:2]1[CH:3]=[C:4]([CH:18]=[CH:19][C:20]=1[Cl:21])[CH2:5][NH:6][C:7]1[CH:8]=[CH:9][C:10]2[N:11]([C:13]([NH:17][C:22](=[O:29])[C:23]3[CH:28]=[CH:27][CH:26]=[CH:25][CH:24]=3)=[C:14]([CH3:16])[N:15]=2)[N:12]=1, predict the reactants needed to synthesize it. The reactants are: [Cl:1][C:2]1[CH:3]=[C:4]([CH:18]=[CH:19][C:20]=1[Cl:21])[CH2:5][NH:6][C:7]1[CH:8]=[CH:9][C:10]2[N:11]([C:13]([NH2:17])=[C:14]([CH3:16])[N:15]=2)[N:12]=1.[C:22](Cl)(=[O:29])[C:23]1[CH:28]=[CH:27][CH:26]=[CH:25][CH:24]=1. (4) Given the product [CH2:1]([N:5]1[CH:9]=[C:8]([C:20]2[O:24][C:23]([C:25]([NH:27][CH2:28][C:29]3[CH:34]=[CH:33][N:32]4[CH:35]=[CH:36][N:37]=[C:31]4[CH:30]=3)=[O:26])=[CH:22][CH:21]=2)[CH:7]=[N:6]1)[C:2]1[CH:3]=[CH:45][CH:39]=[CH:40][CH:4]=1, predict the reactants needed to synthesize it. The reactants are: [CH2:1]([N:5]1[CH:9]=[C:8](B2OC(C)(C)C(C)(C)O2)[CH:7]=[N:6]1)[CH:2]([CH3:4])[CH3:3].Br[C:20]1[O:24][C:23]([C:25]([NH:27][CH2:28][C:29]2[CH:34]=[CH:33][N:32]3[CH:35]=[CH:36][N:37]=[C:31]3[CH:30]=2)=[O:26])=[CH:22][CH:21]=1.Br[C:39]1[CH:45]=CC(N)=C[CH:40]=1.